Task: Binary Classification. Given a T-cell receptor sequence (or CDR3 region) and an epitope sequence, predict whether binding occurs between them.. Dataset: TCR-epitope binding with 47,182 pairs between 192 epitopes and 23,139 TCRs Result: 0 (the TCR does not bind to the epitope). The TCR CDR3 sequence is CSVEGAGGLNYNEQFF. The epitope is FRYMNSQGL.